Dataset: Full USPTO retrosynthesis dataset with 1.9M reactions from patents (1976-2016). Task: Predict the reactants needed to synthesize the given product. (1) Given the product [O:40]1[C:36]2[CH:35]=[CH:34][C:33]([C:2]3[CH:7]=[CH:6][C:5]([C:8]4[N:9]([CH2:14][C@@H:15]5[CH2:19][CH2:18][N:17]([C:20]([CH:22]6[CH2:24][CH2:23]6)=[O:21])[CH2:16]5)[C:10](=[S:13])[NH:11][N:12]=4)=[CH:4][CH:3]=3)=[CH:41][C:37]=2[CH:38]=[CH:39]1, predict the reactants needed to synthesize it. The reactants are: Br[C:2]1[CH:7]=[CH:6][C:5]([C:8]2[N:9]([CH2:14][C@@H:15]3[CH2:19][CH2:18][N:17]([C:20]([CH:22]4[CH2:24][CH2:23]4)=[O:21])[CH2:16]3)[C:10](=[S:13])[NH:11][N:12]=2)=[CH:4][CH:3]=1.CC1(C)C(C)(C)OB([C:33]2[CH:34]=[CH:35][C:36]3[O:40][CH:39]=[CH:38][C:37]=3[CH:41]=2)O1.[O-]P([O-])([O-])=O.[K+].[K+].[K+]. (2) Given the product [CH3:33][S:30]([C:23]1[CH:24]=[C:25]([CH:28]=[CH:29][C:22]=1[CH:4]1[N:3]([S:37]([CH3:36])(=[O:39])=[O:38])[C:2](=[O:1])[N:7]([C:8]2[CH:13]=[CH:12][N:11]=[C:10]([C:14]([F:15])([F:17])[F:16])[CH:9]=2)[C:6]2[CH2:18][CH2:19][C:20](=[O:21])[C:5]1=2)[C:26]#[N:27])(=[O:31])=[O:32], predict the reactants needed to synthesize it. The reactants are: [O:1]=[C:2]1[N:7]([C:8]2[CH:13]=[CH:12][N:11]=[C:10]([C:14]([F:17])([F:16])[F:15])[CH:9]=2)[C:6]2[CH2:18][CH2:19][C:20](=[O:21])[C:5]=2[CH:4]([C:22]2[CH:29]=[CH:28][C:25]([C:26]#[N:27])=[CH:24][C:23]=2[S:30]([CH3:33])(=[O:32])=[O:31])[NH:3]1.[H-].[Na+].[CH3:36][S:37](Cl)(=[O:39])=[O:38].O.